Dataset: Full USPTO retrosynthesis dataset with 1.9M reactions from patents (1976-2016). Task: Predict the reactants needed to synthesize the given product. (1) Given the product [CH2:26]([O:25][C:23](=[O:24])[CH2:22][O:1][CH:2]1[CH2:3][CH2:4][N:5]([C:8]([O:10][C:11]([CH3:14])([CH3:13])[CH3:12])=[O:9])[CH2:6][CH2:7]1)[CH3:27], predict the reactants needed to synthesize it. The reactants are: [OH:1][CH:2]1[CH2:7][CH2:6][N:5]([C:8]([O:10][C:11]([CH3:14])([CH3:13])[CH3:12])=[O:9])[CH2:4][CH2:3]1.CC([O-])(C)C.[K+].Br[CH2:22][C:23]([O:25][CH2:26][CH3:27])=[O:24]. (2) Given the product [NH2:1][C:2]1[N:6]2[CH2:7][CH2:8][N:9]=[C:5]2[C:4]([C:17]2[CH:22]=[CH:21][C:20]([OH:23])=[CH:19][CH:18]=2)([C:10]2[CH:11]=[C:12]([C:35]3[CH:34]=[CH:33][CH:32]=[C:31]([Cl:30])[CH:36]=3)[CH:13]=[CH:14][CH:15]=2)[N:3]=1, predict the reactants needed to synthesize it. The reactants are: [NH2:1][C:2]1[N:6]2[CH2:7][CH2:8][N:9]=[C:5]2[C:4]([C:17]2[CH:22]=[CH:21][C:20]([OH:23])=[CH:19][CH:18]=2)([C:10]2[CH:15]=[CH:14][CH:13]=[C:12](Br)[CH:11]=2)[N:3]=1.C(=O)([O-])[O-].[Cs+].[Cs+].[Cl:30][C:31]1[CH:32]=[C:33](B(O)O)[CH:34]=[CH:35][CH:36]=1. (3) Given the product [C:32]([C:28]1[CH:27]=[C:26]([N:37]2[CH2:23][CH2:18][CH:17]([N:16]([CH3:42])[C:11]3[CH:12]=[CH:13][CH:14]=[CH:15][C:10]=3[C:9]([NH:8][C:5]3[CH:4]=[CH:3][C:2]([Cl:1])=[CH:7][N:6]=3)=[O:24])[CH2:36][CH2:35]2)[CH:31]=[CH:30][N:29]=1)([OH:34])=[O:33], predict the reactants needed to synthesize it. The reactants are: [Cl:1][C:2]1[CH:3]=[CH:4][C:5]([NH:8][C:9](=[O:24])[C:10]2[CH:15]=[CH:14][CH:13]=[CH:12][C:11]=2[NH:16][CH2:17][CH:18]2[CH2:23]CNCC2)=[N:6][CH:7]=1.Cl[C:26]1[CH:31]=[CH:30][N:29]=[C:28]([C:32]([OH:34])=[O:33])[CH:27]=1.[CH2:35]([N:37](CC)CC)[CH3:36].[CH2:42](O)C. (4) Given the product [F:19][C:16]1[CH:17]=[CH:18][C:13]([N:4]2[CH:5]=[C:6]([C:7]([O:9][CH2:10][CH3:11])=[O:8])[C:2]([I:1])=[N:3]2)=[N:14][CH:15]=1, predict the reactants needed to synthesize it. The reactants are: [I:1][C:2]1[C:6]([C:7]([O:9][CH2:10][CH3:11])=[O:8])=[CH:5][NH:4][N:3]=1.F[C:13]1[CH:18]=[CH:17][C:16]([F:19])=[CH:15][N:14]=1.C(=O)([O-])[O-].[K+].[K+].C(OCC)(=O)C. (5) Given the product [NH2:17][C@H:18]([C:43]([O:45][C:46]([CH3:49])([CH3:48])[CH3:47])=[O:44])[CH2:19][CH2:20][C:21](=[O:42])[NH:22][CH2:23][CH2:24][O:25][CH2:26][CH2:27][O:28][CH2:29][CH2:30][O:31][CH2:32][CH2:33][NH:34][C:35](=[O:41])[O:36][C:37]([CH3:38])([CH3:39])[CH3:40], predict the reactants needed to synthesize it. The reactants are: C1C2C(COC(=O)[NH:17][C@H:18]([C:43]([O:45][C:46]([CH3:49])([CH3:48])[CH3:47])=[O:44])[CH2:19][CH2:20][C:21](=[O:42])[NH:22][CH2:23][CH2:24][O:25][CH2:26][CH2:27][O:28][CH2:29][CH2:30][O:31][CH2:32][CH2:33][NH:34][C:35](=[O:41])[O:36][C:37]([CH3:40])([CH3:39])[CH3:38])C3C(=CC=CC=3)C=2C=CC=1.[OH-].N. (6) Given the product [C:19]([O:23][C:24](=[O:43])[N:25]([CH2:32][C:33]1[CH:42]=[CH:41][C:36]2[O:37][CH2:38][CH2:39][O:40][C:35]=2[CH:34]=1)[CH:26]1[CH2:31][CH2:30][N:29]([CH2:17][CH2:16][N:3]2[C:4]3[C:9](=[C:8]([C:12]([O:14][CH3:15])=[O:13])[CH:7]=[CH:6][CH:5]=3)[CH:10]=[CH:11][C:2]2=[O:1])[CH2:28][CH2:27]1)([CH3:22])([CH3:20])[CH3:21], predict the reactants needed to synthesize it. The reactants are: [O:1]=[C:2]1[CH:11]=[CH:10][C:9]2[C:8]([C:12]([O:14][CH3:15])=[O:13])=[CH:7][CH:6]=[CH:5][C:4]=2[N:3]1[CH2:16][CH:17]=O.[C:19]([O:23][C:24](=[O:43])[N:25]([CH2:32][C:33]1[CH:42]=[CH:41][C:36]2[O:37][CH2:38][CH2:39][O:40][C:35]=2[CH:34]=1)[CH:26]1[CH2:31][CH2:30][NH:29][CH2:28][CH2:27]1)([CH3:22])([CH3:21])[CH3:20].C(O[BH-](OC(=O)C)OC(=O)C)(=O)C.[Na+].C(=O)([O-])O.[Na+]. (7) The reactants are: [Br:1][C:2]1[C:7]([O:8][CH2:9][O:10][CH3:11])=[CH:6][C:5]([O:12][CH2:13][O:14][CH3:15])=[CH:4][C:3]=1[CH2:16][OH:17].[H-].[Na+].[CH2:20](Br)[C:21]1[CH:26]=[CH:25][CH:24]=[CH:23][CH:22]=1.CO. Given the product [Br:1][C:2]1[C:7]([O:8][CH2:9][O:10][CH3:11])=[CH:6][C:5]([O:12][CH2:13][O:14][CH3:15])=[CH:4][C:3]=1[CH2:16][O:17][CH2:20][C:21]1[CH:26]=[CH:25][CH:24]=[CH:23][CH:22]=1, predict the reactants needed to synthesize it. (8) Given the product [C:22]([O:21][CH2:20][CH2:19][CH2:18][CH2:17][CH2:16][N:11]1[CH:12]=[CH:13][C:14](=[O:15])[NH:9][C:10]1=[O:41])([C:23]1[CH:28]=[CH:27][CH:26]=[CH:25][CH:24]=1)([C:29]1[CH:30]=[CH:31][CH:32]=[CH:33][CH:34]=1)[C:35]1[CH:36]=[CH:37][CH:38]=[CH:39][CH:40]=1, predict the reactants needed to synthesize it. The reactants are: C([N:9]1[C:14](=[O:15])[CH:13]=[CH:12][N:11]([CH2:16][CH2:17][CH2:18][CH2:19][CH2:20][O:21][C:22]([C:35]2[CH:40]=[CH:39][CH:38]=[CH:37][CH:36]=2)([C:29]2[CH:34]=[CH:33][CH:32]=[CH:31][CH:30]=2)[C:23]2[CH:28]=[CH:27][CH:26]=[CH:25][CH:24]=2)[C:10]1=[O:41])(=O)C1C=CC=CC=1. (9) The reactants are: [F:1][C:2]1[CH:7]=[CH:6][C:5]([CH2:8][C:9]([O:11][CH3:12])=[O:10])=[C:4]([O:13]C)[CH:3]=1.B(Br)(Br)Br.[CH2:19](Cl)Cl. Given the product [F:1][C:2]1[CH:7]=[CH:6][C:5]([CH:8]([CH3:19])[C:9]([O:11][CH3:12])=[O:10])=[C:4]([OH:13])[CH:3]=1, predict the reactants needed to synthesize it. (10) Given the product [C:13]([SiH2:12][O:11][C:10]([CH3:18])([CH3:17])[C:8]1[CH:7]=[CH:6][N:5]=[C:4]([C:26](=[O:28])[CH3:27])[CH:9]=1)([CH3:16])([CH3:15])[CH3:14], predict the reactants needed to synthesize it. The reactants are: N#N.Br[C:4]1[CH:9]=[C:8]([C:10]([CH3:18])([CH3:17])[O:11][SiH2:12][C:13]([CH3:16])([CH3:15])[CH3:14])[CH:7]=[CH:6][N:5]=1.[Li]CCCC.CN(C)[C:26](=[O:28])[CH3:27].[NH4+].[Cl-].